Dataset: Forward reaction prediction with 1.9M reactions from USPTO patents (1976-2016). Task: Predict the product of the given reaction. (1) Given the reactants [Br:1][C:2]1[CH:7]=[C:6]([OH:8])[CH:5]=[CH:4][N:3]=1.Br[CH2:10][CH:11]1[CH2:13][CH2:12]1.C(=O)([O-])[O-].[Cs+].[Cs+], predict the reaction product. The product is: [Br:1][C:2]1[CH:7]=[C:6]([O:8][CH2:10][CH:11]2[CH2:13][CH2:12]2)[CH:5]=[CH:4][N:3]=1. (2) Given the reactants [NH2:1][C:2]1[CH:7]=[CH:6][C:5]([C:8]#N)=[CH:4][N:3]=1.[H-].[Al+3].[Li+].[H-].[H-].[H-].O.S([O-])([O-])(=O)=[O:18].[Na+].[Na+], predict the reaction product. The product is: [NH2:1][C:2]1[N:3]=[CH:4][C:5]([CH:8]=[O:18])=[CH:6][CH:7]=1. (3) Given the reactants [CH:1]1([NH:4][C:5](=[O:37])[C:6]2[CH:11]=[CH:10][C:9]([C:12]3[N:16]4[N:17]=[C:18]([O:25][C:26]5[CH:31]=[CH:30][C:29]([O:32][CH3:33])=[C:28]([F:34])[C:27]=5[F:35])[CH:19]=[C:20](S(C)(=O)=O)[C:15]4=[N:14][CH:13]=3)=[CH:8][C:7]=2[CH3:36])[CH2:3][CH2:2]1.[O:38]1[CH2:43][CH2:42][CH:41]([CH2:44][NH2:45])[CH2:40][CH2:39]1.CCN(C(C)C)C(C)C, predict the reaction product. The product is: [CH:1]1([NH:4][C:5](=[O:37])[C:6]2[CH:11]=[CH:10][C:9]([C:12]3[N:16]4[N:17]=[C:18]([O:25][C:26]5[CH:31]=[CH:30][C:29]([O:32][CH3:33])=[C:28]([F:34])[C:27]=5[F:35])[CH:19]=[C:20]([NH:45][CH2:44][CH:41]5[CH2:42][CH2:43][O:38][CH2:39][CH2:40]5)[C:15]4=[N:14][CH:13]=3)=[CH:8][C:7]=2[CH3:36])[CH2:3][CH2:2]1. (4) Given the reactants OC1C=C(SCC[CH2:11][C:12]([OH:14])=[O:13])C=CC=1.[SH:15][C:16]1[CH:17]=[C:18]([OH:22])[CH:19]=[CH:20][CH:21]=1.C(=O)([O-])[O-].[K+].[K+].BrCC(OCC)=O, predict the reaction product. The product is: [OH:22][C:18]1[CH:17]=[C:16]([S:15][CH2:11][C:12]([OH:14])=[O:13])[CH:21]=[CH:20][CH:19]=1.